Task: Predict the reactants needed to synthesize the given product.. Dataset: Full USPTO retrosynthesis dataset with 1.9M reactions from patents (1976-2016) (1) Given the product [C:1]1([C@H:11]([NH:13][C:14]([CH:16]2[CH2:21][O:20][CH2:19][CH2:18][N:17]2[C:65]2[CH:70]=[CH:69][CH:68]=[C:67]([C:71]([F:74])([F:73])[F:72])[CH:66]=2)=[O:15])[CH3:12])[C:10]2[C:5](=[CH:6][CH:7]=[CH:8][CH:9]=2)[CH:4]=[CH:3][CH:2]=1, predict the reactants needed to synthesize it. The reactants are: [C:1]1([C@H:11]([NH:13][C:14]([CH:16]2[CH2:21][O:20][CH2:19][CH2:18][NH:17]2)=[O:15])[CH3:12])[C:10]2[C:5](=[CH:6][CH:7]=[CH:8][CH:9]=2)[CH:4]=[CH:3][CH:2]=1.CC1(C)C2C(=C(P(C3C=CC=CC=3)C3C=CC=CC=3)C=CC=2)OC2C(P(C3C=CC=CC=3)C3C=CC=CC=3)=CC=CC1=2.Br[C:65]1[CH:70]=[CH:69][CH:68]=[C:67]([C:71]([F:74])([F:73])[F:72])[CH:66]=1.C([O-])([O-])=O.[Cs+].[Cs+]. (2) Given the product [CH3:49][O:51][CH2:52][CH2:53][O:1][C:2]1[CH:11]=[CH:10][C:5]2[C:6](=[O:9])[CH2:7][O:8][C:4]=2[C:3]=1[CH2:12][N:13]1[CH2:14][CH2:15][N:16]([C:19]([O:21][C:22]([CH3:25])([CH3:24])[CH3:23])=[O:20])[CH2:17][CH2:18]1, predict the reactants needed to synthesize it. The reactants are: [OH:1][C:2]1[CH:11]=[CH:10][C:5]2[C:6](=[O:9])[CH2:7][O:8][C:4]=2[C:3]=1[CH2:12][N:13]1[CH2:18][CH2:17][N:16]([C:19]([O:21][C:22]([CH3:25])([CH3:24])[CH3:23])=[O:20])[CH2:15][CH2:14]1.CO.C1(P(C2C=CC=CC=2)C2C=CC=CC=2)C=CC=CC=1.N([C:49]([O:51][CH2:52][CH3:53])=O)=N[C:49]([O:51][CH2:52][CH3:53])=O.C1(C)C=CC=CC=1.